From a dataset of Forward reaction prediction with 1.9M reactions from USPTO patents (1976-2016). Predict the product of the given reaction. (1) The product is: [NH:11]1[C:19]2[C:14](=[CH:15][CH:16]=[CH:17][CH:18]=2)[C:13]([C:8](=[O:10])[CH2:7][C:3]2[CH:2]=[N:1][CH:6]=[CH:5][CH:4]=2)=[CH:12]1. Given the reactants [N:1]1[CH:6]=[CH:5][CH:4]=[C:3]([CH2:7][C:8]([OH:10])=O)[CH:2]=1.[NH:11]1[C:19]2[C:14](=[CH:15][CH:16]=[CH:17][CH:18]=2)[CH:13]=[CH:12]1.C(=O)(O)[O-].[Na+], predict the reaction product. (2) Given the reactants C[O:2][C:3](=O)[CH:4]([NH:14][C:15]([N:17]1[CH2:22][CH2:21][CH:20]([N:23]2[CH2:32][C:31]3[C:26](=[CH:27][CH:28]=[CH:29][CH:30]=3)[NH:25][C:24]2=[O:33])[CH2:19][CH2:18]1)=[O:16])[CH2:5][C:6]1[CH:7]=[N:8][C:9]([O:12][CH3:13])=[N:10][CH:11]=1.O.[OH-].[Li+].[NH:38]1[CH2:43][CH2:42][CH:41]([N:44]2[CH2:49][CH2:48][CH2:47][CH2:46][CH2:45]2)[CH2:40][CH2:39]1.[PH2](Cl)=O, predict the reaction product. The product is: [N:44]1([CH:41]2[CH2:42][CH2:43][N:38]([C:3](=[O:2])[CH:4]([NH:14][C:15]([N:17]3[CH2:22][CH2:21][CH:20]([N:23]4[CH2:32][C:31]5[C:26](=[CH:27][CH:28]=[CH:29][CH:30]=5)[NH:25][C:24]4=[O:33])[CH2:19][CH2:18]3)=[O:16])[CH2:5][C:6]3[CH:11]=[N:10][C:9]([O:12][CH3:13])=[N:8][CH:7]=3)[CH2:39][CH2:40]2)[CH2:49][CH2:48][CH2:47][CH2:46][CH2:45]1. (3) The product is: [CH2:28]([C@H:43]([NH:42][C:17]([C:6]1[N:7]2[CH2:15][C:14](=[O:16])[CH2:13][NH:12][C:9]3[CH:10]=[CH:11][C:3]([CH2:1][CH3:2])=[C:4]([CH:5]=1)[C:8]2=3)=[O:18])[C@H:44]([OH:56])[CH2:45][NH:46][CH2:47][C:48]1[CH:53]=[CH:52][CH:51]=[C:50]([O:54][CH3:55])[CH:49]=1)[C:27]1[CH:29]=[CH:30][CH:24]=[CH:25][CH:26]=1. Given the reactants [CH2:1]([C:3]1[CH:11]=[CH:10][C:9]2[NH:12][CH2:13][C:14](=[O:16])[CH2:15][N:7]3[C:8]=2[C:4]=1[CH:5]=[C:6]3[C:17](O)=[O:18])[CH3:2].S([C:24]1[CH:30]=[CH:29][C:27]([CH3:28])=[CH:26][CH:25]=1)(O)(=O)=O.S(C1C=CC(C)=CC=1)(O)(=O)=O.[NH2:42][C@@H:43](CC1C=CC=CC=1)[C@H:44]([OH:56])[CH2:45][NH:46][CH2:47][C:48]1[CH:53]=[CH:52][CH:51]=[C:50]([O:54][CH3:55])[CH:49]=1.Cl.CN(C)CCCN=C=NCC.O.ON1C2C=CC=CC=2N=N1.C(N1CCOCC1)C.C([O-])(O)=O.[Na+], predict the reaction product. (4) Given the reactants [NH:1]1[C:5]2=[N:6][CH:7]=[N:8][CH:9]=[C:4]2[CH:3]=[N:2]1.Cl[CH2:11][C:12]([N:14]1[CH2:19][CH2:18][N:17]([C:20]2[CH:25]=[CH:24][C:23]([Cl:26])=[C:22]([O:27][CH3:28])[CH:21]=2)[CH2:16][CH2:15]1)=[O:13].C(=O)([O-])[O-].[K+].[K+], predict the reaction product. The product is: [Cl:26][C:23]1[CH:24]=[CH:25][C:20]([N:17]2[CH2:18][CH2:19][N:14]([C:12](=[O:13])[CH2:11][N:1]3[C:5]4=[N:6][CH:7]=[N:8][CH:9]=[C:4]4[CH:3]=[N:2]3)[CH2:15][CH2:16]2)=[CH:21][C:22]=1[O:27][CH3:28]. (5) The product is: [Cl:1][C:2]1[CH:3]=[C:4]([N:10]2[CH:18]([CH:19]3[CH2:20][CH2:21][CH2:22][CH2:23]3)[CH:17]3[C:12]([C:13]4[CH:27]=[CH:26][C:25]([C:28]([O:30][CH2:32][C:31]([O:35][CH3:36])=[O:34])=[O:29])=[CH:24][C:14]=4[CH2:15][CH2:16]3)=[N:11]2)[CH:5]=[CH:6][C:7]=1[C:8]#[N:9]. Given the reactants [Cl:1][C:2]1[CH:3]=[C:4]([N:10]2[CH:18]([CH:19]3[CH2:23][CH2:22][CH2:21][CH2:20]3)[CH:17]3[C:12]([C:13]4[CH:27]=[CH:26][C:25]([C:28]([OH:30])=[O:29])=[CH:24][C:14]=4[CH2:15][CH2:16]3)=[N:11]2)[CH:5]=[CH:6][C:7]=1[C:8]#[N:9].[C:31]([O:35][CH3:36])(=[O:34])[CH2:32]O, predict the reaction product.